This data is from Reaction yield outcomes from USPTO patents with 853,638 reactions. The task is: Predict the reaction yield, written as a fraction of the theoretical maximum amount of product (1.0 means a 100% yield; for example, 0.34 means a 34% yield). (1) The reactants are C([O:8][C:9]1[CH:10]=[C:11]2[C:16](=[CH:17][CH:18]=1)[N:15]=[C:14]([C:19]1[C:24]([Cl:25])=[CH:23][CH:22]=[CH:21][C:20]=1[Cl:26])[CH:13]=[CH:12]2)C1C=CC=CC=1.B(Br)(Br)Br.O.[OH-].[Na+]. The catalyst is C(Cl)Cl. The product is [Cl:26][C:20]1[CH:21]=[CH:22][CH:23]=[C:24]([Cl:25])[C:19]=1[C:14]1[CH:13]=[CH:12][C:11]2[C:16](=[CH:17][CH:18]=[C:9]([OH:8])[CH:10]=2)[N:15]=1. The yield is 1.00. (2) The catalyst is C(#N)C. The product is [C:1]([C:5]1[CH:20]=[C:19]([F:21])[CH:18]=[CH:17][C:6]=1[O:7][CH:8]1[CH2:9][N:10]([C:12](=[O:16])[C:13]([NH:25][CH2:23][CH3:24])=[O:14])[CH2:11]1)([CH3:2])([CH3:3])[CH3:4]. The yield is 0.480. The reactants are [C:1]([C:5]1[CH:20]=[C:19]([F:21])[CH:18]=[CH:17][C:6]=1[O:7][CH:8]1[CH2:11][N:10]([C:12](=[O:16])[C:13](O)=[O:14])[CH2:9]1)([CH3:4])([CH3:3])[CH3:2].Cl.[CH2:23]([NH2:25])[CH3:24].CCN=C=NCCCN(C)C.C1C=CC2N(O)N=NC=2C=1. (3) The reactants are [C:1]([O:5][C:6](=[O:16])[NH:7][C@@H:8]1[CH2:13][CH2:12][CH2:11][CH2:10][C@H:9]1[CH2:14][OH:15])([CH3:4])([CH3:3])[CH3:2].[S:17](Cl)([C:20]1[CH:26]=[CH:25][C:23]([CH3:24])=[CH:22][CH:21]=1)(=[O:19])=[O:18]. The catalyst is N1C=CC=CC=1. The product is [CH3:24][C:23]1[CH:25]=[CH:26][C:20]([S:17]([O:15][CH2:14][C@@H:9]2[CH2:10][CH2:11][CH2:12][CH2:13][C@H:8]2[NH:7][C:6]([O:5][C:1]([CH3:4])([CH3:2])[CH3:3])=[O:16])(=[O:19])=[O:18])=[CH:21][CH:22]=1. The yield is 0.870. (4) The reactants are [NH2:1][C:2]1[CH:3]=[CH:4][C:5]([Cl:8])=[N:6][CH:7]=1.C([Li])CCC.Cl[C:15]1[N:20]=[C:19]([N:21]2[CH2:26][CH2:25][O:24][CH2:23][CH2:22]2)[N:18]=[C:17]([N:27]2[C:31]3[CH:32]=[CH:33][CH:34]=[C:35]([O:36][CH3:37])[C:30]=3[N:29]=[C:28]2[CH:38]([F:40])[F:39])[N:16]=1. The catalyst is C1COCC1.C(O)(=O)C.O. The product is [Cl:8][C:5]1[N:6]=[CH:7][C:2]([NH:1][C:15]2[N:16]=[C:17]([N:27]3[C:31]4[CH:32]=[CH:33][CH:34]=[C:35]([O:36][CH3:37])[C:30]=4[N:29]=[C:28]3[CH:38]([F:40])[F:39])[N:18]=[C:19]([N:21]3[CH2:22][CH2:23][O:24][CH2:25][CH2:26]3)[N:20]=2)=[CH:3][CH:4]=1. The yield is 0.0500. (5) The reactants are [CH2:1]([O:8][C:9]([NH:11][C:12]([CH3:26])([CH3:25])[CH2:13][C:14]([O:16][CH2:17][CH2:18][N:19]1[CH2:24][CH2:23][CH2:22][CH2:21][CH2:20]1)=[O:15])=[O:10])[C:2]1[CH:7]=[CH:6][CH:5]=[CH:4][CH:3]=1.[CH3:27][I:28]. The catalyst is ClCCl. The product is [I-:28].[CH2:1]([O:8][C:9]([NH:11][C:12]([CH3:26])([CH3:25])[CH2:13][C:14]([O:16][CH2:17][CH2:18][N+:19]1([CH3:27])[CH2:20][CH2:21][CH2:22][CH2:23][CH2:24]1)=[O:15])=[O:10])[C:2]1[CH:3]=[CH:4][CH:5]=[CH:6][CH:7]=1. The yield is 0.660. (6) The reactants are [CH2:1]([NH:8][C:9]1[CH:18]=[C:17]2[C:12]([CH2:13][CH2:14][NH:15][C:16]2=[O:19])=[CH:11][CH:10]=1)[C:2]1[CH:7]=[CH:6][CH:5]=[CH:4][CH:3]=1.N1C=CC=CC=1.[CH3:26][N:27]1[CH:31]=[CH:30][C:29]([S:32](Cl)(=[O:34])=[O:33])=[N:28]1.[Cl:36]CCl. No catalyst specified. The product is [Cl:36][C:5]1[CH:6]=[CH:7][C:2]([CH2:1][N:8]([C:9]2[CH:18]=[C:17]3[C:12]([CH2:13][CH2:14][NH:15][C:16]3=[O:19])=[CH:11][CH:10]=2)[S:32]([C:29]2[CH:30]=[CH:31][N:27]([CH3:26])[N:28]=2)(=[O:34])=[O:33])=[CH:3][CH:4]=1. The yield is 0.410. (7) The reactants are [F:1][C:2]1[CH:3]=[C:4]([N:24]2[CH:28]=[N:27][N:26]=[N:25]2)[CH:5]=[C:6]2[C:10]=1[N:9]([CH2:11][C:12]1[CH:17]=[CH:16][C:15]([CH:18]3[CH2:23][CH2:22][NH:21][CH2:20][CH2:19]3)=[CH:14][N:13]=1)[CH:8]=[CH:7]2.C(N(CC)CC)C.Cl[C:37]([O:39][CH:40]([CH3:42])[CH3:41])=[O:38].O. The catalyst is ClCCl. The product is [F:1][C:2]1[CH:3]=[C:4]([N:24]2[CH:28]=[N:27][N:26]=[N:25]2)[CH:5]=[C:6]2[C:10]=1[N:9]([CH2:11][C:12]1[CH:17]=[CH:16][C:15]([CH:18]3[CH2:23][CH2:22][N:21]([C:37]([O:39][CH:40]([CH3:42])[CH3:41])=[O:38])[CH2:20][CH2:19]3)=[CH:14][N:13]=1)[CH:8]=[CH:7]2. The yield is 0.620. (8) The reactants are Br[C:2]1[CH:7]=[CH:6][N:5]=[CH:4][C:3]=1[F:8].[C:9]([O:13][C:14]([N:16]1[CH2:21][CH2:20][CH:19]([NH2:22])[CH2:18][CH2:17]1)=[O:15])([CH3:12])([CH3:11])[CH3:10].O(C(C)(C)C)[K].C1(P(C2CCCCC2)C2C=CC=CC=2C2C(C(C)C)=CC(C(C)C)=CC=2C(C)C)CCCCC1. The catalyst is C1(C)C=CC=CC=1.[Pd].[Pd].C(=CC(C=CC1C=CC=CC=1)=O)C1C=CC=CC=1.C(=CC(C=CC1C=CC=CC=1)=O)C1C=CC=CC=1.C(=CC(C=CC1C=CC=CC=1)=O)C1C=CC=CC=1. The product is [C:9]([O:13][C:14]([N:16]1[CH2:21][CH2:20][CH:19]([NH:22][C:2]2[CH:7]=[CH:6][N:5]=[CH:4][C:3]=2[F:8])[CH2:18][CH2:17]1)=[O:15])([CH3:12])([CH3:10])[CH3:11]. The yield is 0.0400. (9) The reactants are Cl.[F:2][C:3]1[C:8]([NH:9][C:10]2[C:15]([C:16]3[N:24]=[CH:23][N:22]=[C:21]4[C:17]=3[N:18]=[CH:19][N:20]4C3CCCCO3)=[CH:14][CH:13]=[CH:12][N:11]=2)=[C:7]([F:31])[CH:6]=[CH:5][C:4]=1[NH:32][S:33]([C:36]1[CH:40]=[CH:39][O:38][CH:37]=1)(=[O:35])=[O:34]. No catalyst specified. The product is [N:24]1[C:16]([C:15]2[C:10]([NH:9][C:8]3[C:3]([F:2])=[C:4]([NH:32][S:33]([C:36]4[CH:40]=[CH:39][O:38][CH:37]=4)(=[O:34])=[O:35])[CH:5]=[CH:6][C:7]=3[F:31])=[N:11][CH:12]=[CH:13][CH:14]=2)=[C:17]2[C:21]([NH:20][CH:19]=[N:18]2)=[N:22][CH:23]=1. The yield is 0.920.